From a dataset of Human liver microsome stability data. Regression/Classification. Given a drug SMILES string, predict its absorption, distribution, metabolism, or excretion properties. Task type varies by dataset: regression for continuous measurements (e.g., permeability, clearance, half-life) or binary classification for categorical outcomes (e.g., BBB penetration, CYP inhibition). Dataset: hlm. The compound is CC(=O)N1CCN(C(=O)N2CCCC[C@H]2C(=O)Nc2cc(C(C)(C)C)on2)CC1. The result is 0 (unstable in human liver microsomes).